Predict the product of the given reaction. From a dataset of Forward reaction prediction with 1.9M reactions from USPTO patents (1976-2016). (1) Given the reactants [F:1][C:2]([F:18])([F:17])[C:3]1[CH:4]=[C:5]([C:9]2[O:13][C:12]([C:14]([OH:16])=O)=[CH:11][CH:10]=2)[CH:6]=[CH:7][CH:8]=1.C(Cl)(=O)C(Cl)=O.[CH2:25]1[O:33][C:32]2[CH:31]=[CH:30][C:29]([CH:34]3[C:38]4[NH:39][C:40]5[CH:41]=[CH:42][CH:43]=[CH:44][C:45]=5[C:46](=[O:47])[C:37]=4[CH2:36][NH:35]3)=[CH:28][C:27]=2[O:26]1, predict the reaction product. The product is: [CH2:25]1[O:33][C:32]2[CH:31]=[CH:30][C:29]([CH:34]3[C:38]4[NH:39][C:40]5[CH:41]=[CH:42][CH:43]=[CH:44][C:45]=5[C:46](=[O:47])[C:37]=4[CH2:36][N:35]3[C:14]([C:12]3[O:13][C:9]([C:5]4[CH:6]=[CH:7][CH:8]=[C:3]([C:2]([F:1])([F:18])[F:17])[CH:4]=4)=[CH:10][CH:11]=3)=[O:16])=[CH:28][C:27]=2[O:26]1. (2) Given the reactants C(OC([N:8]1[CH2:13][CH2:12][N:11]([C:14]([C:16]2[C:24]3[C:19](=[C:20]([Cl:25])[N:21]=[CH:22][CH:23]=3)[N:18]([C:26]3[CH:31]=[CH:30][CH:29]=[CH:28][CH:27]=3)[C:17]=2[CH2:32][C:33]2[CH:38]=[CH:37][CH:36]=[C:35]([F:39])[C:34]=2[CH3:40])=[O:15])[CH2:10][CH2:9]1)=O)(C)(C)C.Cl.Cl.Cl.ClC1N=CC=C2C(C(N3CCNCC3)=O)=C(CC3C=CC=C(F)C=3C)N(C3C=CC=CC=3)C=12, predict the reaction product. The product is: [Cl:25][C:20]1[N:21]=[CH:22][CH:23]=[C:24]2[C:16]([C:14]([N:11]3[CH2:10][CH2:9][NH:8][CH2:13][CH2:12]3)=[O:15])=[C:17]([CH2:32][C:33]3[CH:38]=[CH:37][CH:36]=[C:35]([F:39])[C:34]=3[CH3:40])[N:18]([C:26]3[CH:31]=[CH:30][CH:29]=[CH:28][CH:27]=3)[C:19]=12. (3) Given the reactants Cl.[CH3:2][Si:3]([CH3:20])([CH3:19])[CH2:4][CH2:5][O:6][CH2:7][N:8]1[C:12]2=[N:13][CH:14]=[C:15]([NH:17][NH2:18])[N:16]=[C:11]2[CH:10]=[CH:9]1.[CH3:21][CH:22]1[CH2:27][CH2:26][CH2:25][CH2:24][CH:23]1[C:28](O)=[O:29].C(N(CC)CC)C.CCN=C=NCCCN(C)C, predict the reaction product. The product is: [CH3:2][Si:3]([CH3:20])([CH3:19])[CH2:4][CH2:5][O:6][CH2:7][N:8]1[C:12]2=[N:13][CH:14]=[C:15]([NH:17][NH:18][C:28]([CH:23]3[CH2:24][CH2:25][CH2:26][CH2:27][CH:22]3[CH3:21])=[O:29])[N:16]=[C:11]2[CH:10]=[CH:9]1. (4) Given the reactants Br[C:2]1[CH:11]=[C:10]2[C:5]([CH:6]=[CH:7][N:8]=[CH:9]2)=[CH:4][CH:3]=1.C(=O)=[O:13].C(O)(C)C.[Li]CCCC.CN(CCN(C)C)C, predict the reaction product. The product is: [C:9]1([OH:13])[C:10]2[C:5](=[CH:4][CH:3]=[CH:2][CH:11]=2)[CH:6]=[CH:7][N:8]=1. (5) Given the reactants [Br:1][C:2]1[C:11]([CH2:12][N:13]2[CH2:18][CH2:17][O:16][CH2:15][CH2:14]2)=[CH:10][C:5]([C:6]([O:8]C)=[O:7])=[C:4]([OH:19])[CH:3]=1.[OH-].[Li+].O, predict the reaction product. The product is: [Br:1][C:2]1[C:11]([CH2:12][N:13]2[CH2:18][CH2:17][O:16][CH2:15][CH2:14]2)=[CH:10][C:5]([C:6]([OH:8])=[O:7])=[C:4]([OH:19])[CH:3]=1. (6) Given the reactants [CH2:1]([Br:8])[C:2]1[CH:7]=[CH:6][CH:5]=[CH:4][CH:3]=1.[O:9]1[CH:13]2[O:14][CH2:15][CH2:16][N:12]2[CH2:11][CH2:10]1, predict the reaction product. The product is: [Br-:8].[CH2:1]([N+:12]12[CH2:16][CH2:15][O:14][CH:13]1[O:9][CH2:10][CH2:11]2)[C:2]1[CH:7]=[CH:6][CH:5]=[CH:4][CH:3]=1.